This data is from Forward reaction prediction with 1.9M reactions from USPTO patents (1976-2016). The task is: Predict the product of the given reaction. (1) Given the reactants [CH3:1][O:2][C:3](=[O:8])[CH:4]=[C:5]([NH2:7])[CH3:6].[CH2:9]([O:11][C:12](=[O:16])[N:13]=[C:14]=[O:15])[CH3:10], predict the reaction product. The product is: [CH3:1][O:2][C:3](=[O:8])[C:4]([C:14](=[O:15])[NH:13][C:12]([O:11][CH2:9][CH3:10])=[O:16])=[C:5]([NH2:7])[CH3:6]. (2) Given the reactants [OH:1][CH:2]1[CH2:7][CH2:6][N:5]([C:8]2[N:13]=[CH:12][C:11]([C:14]#[N:15])=[CH:10][CH:9]=2)[CH2:4][CH2:3]1.C(N(CC)CC)C.[F:23][C:24]([F:36])([F:35])[C:25]1[CH:30]=[CH:29][C:28]([S:31](Cl)(=[O:33])=[O:32])=[CH:27][CH:26]=1.Cl, predict the reaction product. The product is: [F:36][C:24]([F:23])([F:35])[C:25]1[CH:26]=[CH:27][C:28]([S:31]([O:1][CH:2]2[CH2:7][CH2:6][N:5]([C:8]3[CH:9]=[CH:10][C:11]([C:14]#[N:15])=[CH:12][N:13]=3)[CH2:4][CH2:3]2)(=[O:33])=[O:32])=[CH:29][CH:30]=1. (3) Given the reactants [Cl:1][C:2]1[CH:7]=[CH:6][C:5]([NH:8][CH2:9][CH2:10][C:11]2[CH:16]=[CH:15][C:14]([C:17]([F:20])([F:19])[F:18])=[CH:13][CH:12]=2)=[CH:4][C:3]=1[O:21][CH3:22].C(OC([NH:30][CH:31]([C:35]1[CH:40]=[CH:39][CH:38]=[CH:37][CH:36]=1)[C:32](O)=[O:33])=O)(C)(C)C, predict the reaction product. The product is: [NH2:30][CH:31]([C:35]1[CH:40]=[CH:39][CH:38]=[CH:37][CH:36]=1)[C:32]([N:8]([C:5]1[CH:6]=[CH:7][C:2]([Cl:1])=[C:3]([O:21][CH3:22])[CH:4]=1)[CH2:9][CH2:10][C:11]1[CH:16]=[CH:15][C:14]([C:17]([F:20])([F:18])[F:19])=[CH:13][CH:12]=1)=[O:33]. (4) Given the reactants [OH:1][CH:2]1[C:6]2([CH2:11][CH2:10][N:9](C(OC(C)(C)C)=O)[CH2:8][CH2:7]2)[O:5][CH2:4][CH2:3]1.[F:19][C:20]([F:25])([F:24])[C:21]([OH:23])=[O:22], predict the reaction product. The product is: [F:19][C:20]([F:25])([F:24])[C:21]([OH:23])=[O:22].[OH:1][CH:2]1[C:6]2([CH2:11][CH2:10][NH:9][CH2:8][CH2:7]2)[O:5][CH2:4][CH2:3]1.